From a dataset of Forward reaction prediction with 1.9M reactions from USPTO patents (1976-2016). Predict the product of the given reaction. The product is: [N:34]1([C:23]([C:25]2[CH:30]=[CH:29][C:28]([C:2]3[CH:7]=[CH:6][C:5]([C:8]([N:10]4[CH2:14][CH2:13][CH2:12][C@H:11]4[CH2:15][N:16]4[CH2:20][CH2:19][CH2:18][CH2:17]4)=[O:9])=[CH:4][CH:3]=3)=[CH:27][CH:26]=2)=[O:24])[CH2:38][CH2:37][CH2:36][CH2:35]1. Given the reactants Br[C:2]1[CH:7]=[CH:6][C:5]([C:8]([N:10]2[CH2:14][CH2:13][CH2:12][C@H:11]2[CH2:15][N:16]2[CH2:20][CH2:19][CH2:18][CH2:17]2)=[O:9])=[CH:4][CH:3]=1.CO[C:23]([C:25]1[CH:30]=[CH:29][C:28](B(O)O)=[CH:27][CH:26]=1)=[O:24].[NH:34]1[CH2:38][CH2:37][CH2:36][CH2:35]1, predict the reaction product.